This data is from Full USPTO retrosynthesis dataset with 1.9M reactions from patents (1976-2016). The task is: Predict the reactants needed to synthesize the given product. (1) Given the product [Cl:1][C:2]1[CH:3]=[CH:4][C:5]([CH2:6][C:7]2[C:15]3[C:10](=[CH:11][CH:12]=[CH:13][C:14]=3[S:16]([CH3:17])=[O:37])[N:9]3[CH2:18][CH2:19][CH2:20][CH:21]([CH2:22][C:23]([O:25][CH2:26][CH3:27])=[O:24])[C:8]=23)=[CH:28][CH:29]=1, predict the reactants needed to synthesize it. The reactants are: [Cl:1][C:2]1[CH:29]=[CH:28][C:5]([CH2:6][C:7]2[C:15]3[C:10](=[CH:11][CH:12]=[CH:13][C:14]=3[S:16][CH3:17])[N:9]3[CH2:18][CH2:19][CH2:20][CH:21]([CH2:22][C:23]([O:25][CH2:26][CH3:27])=[O:24])[C:8]=23)=[CH:4][CH:3]=1.C1C=C(C([O-])=[O:37])C(C(O[O-])=O)=CC=1.[Mg+2]. (2) Given the product [CH3:29][O:30][C:31]1[CH:36]=[C:35]([C:2]2[S:3][C:4]3[CH2:5][C:6]4[C:12]([C:13]5[CH:14]=[CH:15][C:16]([O:19][CH3:20])=[CH:17][CH:18]=5)=[N:11][N:10]([CH2:21][O:22][CH2:23][CH2:24][Si:25]([CH3:27])([CH3:28])[CH3:26])[C:7]=4[C:8]=3[CH:9]=2)[CH:34]=[CH:33][C:32]=1[OH:46], predict the reactants needed to synthesize it. The reactants are: Br[C:2]1[S:3][C:4]2[CH2:5][C:6]3[C:12]([C:13]4[CH:18]=[CH:17][C:16]([O:19][CH3:20])=[CH:15][CH:14]=4)=[N:11][N:10]([CH2:21][O:22][CH2:23][CH2:24][Si:25]([CH3:28])([CH3:27])[CH3:26])[C:7]=3[C:8]=2[CH:9]=1.[CH3:29][O:30][C:31]1[CH:36]=[C:35](B2OC(C)(C)C(C)(C)O2)[CH:34]=[CH:33][C:32]=1[OH:46].C([O-])([O-])=O.[Na+].[Na+]. (3) Given the product [NH2:27][C:24]1[N:1]=[C:2]2[N:3]([C:4]([O:10][CH3:11])=[N:5][CH:6]=[C:7]2[O:8][CH3:9])[N:23]=1, predict the reactants needed to synthesize it. The reactants are: [NH2:1][C:2]1[C:7]([O:8][CH3:9])=[CH:6][N:5]=[C:4]([O:10][CH3:11])[N:3]=1.C(OCC)(=O)C.C(OC([N:23]=[C:24]=S)=O)C.O.[NH2:27]O.S([O-])([O-])=O.[Na+].[Na+]. (4) The reactants are: C([O:5][C:6](=[O:42])[CH2:7][NH:8][C:9]1[CH:14]=[CH:13][C:12]([C:15]#[N:16])=[CH:11][C:10]=1[NH:17][C:18](=[O:41])[CH2:19][O:20][C:21]1[CH:26]=[CH:25][C:24]([O:27][CH:28]2[CH2:33][CH2:32][N:31](C(OC(C)(C)C)=O)[CH2:30][CH2:29]2)=[CH:23][CH:22]=1)(C)(C)C. Given the product [C:15]([C:12]1[CH:13]=[CH:14][C:9]([NH:8][CH2:7][C:6]([OH:42])=[O:5])=[C:10]([NH:17][C:18](=[O:41])[CH2:19][O:20][C:21]2[CH:26]=[CH:25][C:24]([O:27][CH:28]3[CH2:33][CH2:32][NH:31][CH2:30][CH2:29]3)=[CH:23][CH:22]=2)[CH:11]=1)#[N:16], predict the reactants needed to synthesize it. (5) The reactants are: Br[C:2]1[CH:3]=[CH:4][C:5]2[C:6]3[CH2:24][N:23]([C:25]([O:27][C:28]([CH3:31])([CH3:30])[CH3:29])=[O:26])[CH2:22][CH2:21][C:7]=3[N:8]([Si](C(C)C)(C(C)C)C(C)C)[C:9]=2[CH:10]=1.[F:32][C:33]([F:48])([F:47])[C:34]1[N:39]=[N:38][C:37]([C:40]2[CH:45]=[CH:44][NH:43][C:42](=[O:46])[CH:41]=2)=[CH:36][CH:35]=1. Given the product [O:46]=[C:42]1[CH:41]=[C:40]([C:37]2[N:38]=[N:39][C:34]([C:33]([F:48])([F:47])[F:32])=[CH:35][CH:36]=2)[CH:45]=[CH:44][N:43]1[C:2]1[CH:3]=[CH:4][C:5]2[C:6]3[CH2:24][N:23]([C:25]([O:27][C:28]([CH3:29])([CH3:31])[CH3:30])=[O:26])[CH2:22][CH2:21][C:7]=3[NH:8][C:9]=2[CH:10]=1, predict the reactants needed to synthesize it.